This data is from Full USPTO retrosynthesis dataset with 1.9M reactions from patents (1976-2016). The task is: Predict the reactants needed to synthesize the given product. (1) Given the product [NH2:17][C:13]1[CH:12]=[C:11]2[C:16](=[CH:15][CH:14]=1)[N:8]([CH2:1][C:2]1[CH:7]=[CH:6][CH:5]=[CH:4][CH:3]=1)[C:9]([C:29]([O:31][CH2:32][CH3:33])=[O:30])=[C:10]2[C:20]1[CH:21]=[C:22]2[C:26](=[CH:27][CH:28]=1)[NH:25][CH:24]=[CH:23]2, predict the reactants needed to synthesize it. The reactants are: [CH2:1]([N:8]1[C:16]2[C:11](=[CH:12][C:13]([N+:17]([O-])=O)=[CH:14][CH:15]=2)[C:10]([C:20]2[CH:21]=[C:22]3[C:26](=[CH:27][CH:28]=2)[NH:25][CH:24]=[CH:23]3)=[C:9]1[C:29]([O:31][CH2:32][CH3:33])=[O:30])[C:2]1[CH:7]=[CH:6][CH:5]=[CH:4][CH:3]=1.C(O)(C(F)(F)F)=O. (2) Given the product [Cl:1][C:2]1[CH:3]=[C:4]([C:21]#[N:22])[CH:5]=[C:6]2[C:14]=1[N:13]([CH2:27][C:26]1[CH:29]=[CH:30][CH:31]=[C:24]([F:23])[CH:25]=1)[C:12]1[CH2:11][CH2:10][CH:9]([NH:15][C:16](=[O:20])[CH:17]([CH3:19])[CH3:18])[CH2:8][C:7]2=1, predict the reactants needed to synthesize it. The reactants are: [Cl:1][C:2]1[CH:3]=[C:4]([C:21]#[N:22])[CH:5]=[C:6]2[C:14]=1[NH:13][C:12]1[CH2:11][CH2:10][CH:9]([NH:15][C:16](=[O:20])[CH:17]([CH3:19])[CH3:18])[CH2:8][C:7]2=1.[F:23][C:24]1[CH:25]=[C:26]([CH:29]=[CH:30][CH:31]=1)[CH2:27]Br. (3) Given the product [CH:20]([Si:13]([CH:14]([CH3:16])[CH3:15])([CH:17]([CH3:18])[CH3:19])[O:12][C:7]1[CH:6]=[CH:5][C:4]2[C:9](=[CH:10][CH:11]=[C:2]([C:28]#[C:27][Si:24]([CH3:26])([CH3:25])[CH3:23])[CH:3]=2)[CH:8]=1)([CH3:22])[CH3:21], predict the reactants needed to synthesize it. The reactants are: Br[C:2]1[CH:3]=[C:4]2[C:9](=[CH:10][CH:11]=1)[CH:8]=[C:7]([O:12][Si:13]([CH:20]([CH3:22])[CH3:21])([CH:17]([CH3:19])[CH3:18])[CH:14]([CH3:16])[CH3:15])[CH:6]=[CH:5]2.[CH3:23][Si:24]([C:27]#[CH:28])([CH3:26])[CH3:25].CCOCC. (4) Given the product [CH3:11][N:8]1[C:6]2[N:7]=[C:2]([N:13]3[CH:17]=[CH:16][CH:15]=[N:14]3)[NH:3][C:4](=[O:12])[C:5]=2[CH:10]=[CH:9]1, predict the reactants needed to synthesize it. The reactants are: Cl[C:2]1[NH:3][C:4](=[O:12])[C:5]2[CH:10]=[CH:9][N:8]([CH3:11])[C:6]=2[N:7]=1.[NH:13]1[CH:17]=[CH:16][CH:15]=[N:14]1. (5) Given the product [F:18][C:15]([F:16])([F:17])[C:14]1[C:9]([NH:5][CH:3]([CH3:4])[C:2]([F:7])([F:6])[F:1])=[N:10][C:11]([NH:19][C:20]2[CH:21]=[C:22]([N:26]3[CH2:30][CH2:29][CH2:28][C:27]3=[O:31])[CH:23]=[CH:24][CH:25]=2)=[N:12][CH:13]=1, predict the reactants needed to synthesize it. The reactants are: [F:1][C:2]([F:7])([F:6])[CH:3]([NH2:5])[CH3:4].Cl[C:9]1[C:14]([C:15]([F:18])([F:17])[F:16])=[CH:13][N:12]=[C:11]([NH:19][C:20]2[CH:21]=[C:22]([N:26]3[CH2:30][CH2:29][CH2:28][C:27]3=[O:31])[CH:23]=[CH:24][CH:25]=2)[N:10]=1. (6) Given the product [NH2:27][C@@H:16]1[C@H:15]([CH2:8][C:9]2[CH:10]=[CH:11][CH:12]=[CH:13][CH:14]=2)[C:24]2[CH:23]=[C:22]([OH:25])[CH:21]=[CH:20][C:19]=2[CH2:18][CH2:17]1, predict the reactants needed to synthesize it. The reactants are: [OH-].[K+].S(O)(O)(=O)=O.[CH2:8]([C@@H:15]1[C:24]2[C:19](=[CH:20][CH:21]=[C:22]([O:25]C)[CH:23]=2)[CH2:18][CH2:17][C@@H:16]1[NH2:27])[C:9]1[CH:14]=[CH:13][CH:12]=[CH:11][CH:10]=1.[CH2:8]([C@@H:15]1[C:24]2[C:19](=[CH:20][CH:21]=[C:22]([O:25]C)[CH:23]=2)[CH2:18][CH2:17][C@@H:16]1[NH2:27])[C:9]1[CH:10]=[CH:11][CH:12]=[CH:13][CH:14]=1.Br.[OH-].[NH4+]. (7) The reactants are: [CH3:1][O:2][C:3]([C:5]1[CH:18]=[CH:17][C:16]2[S:15][C:14]3[C:9](=[CH:10][CH:11]=[CH:12][C:13]=3Br)[S:8][C:7]=2[CH:6]=1)=[O:4].[B:20]1([B:20]2[O:24][C:23]([CH3:26])([CH3:25])[C:22]([CH3:28])([CH3:27])[O:21]2)[O:24][C:23]([CH3:26])([CH3:25])[C:22]([CH3:28])([CH3:27])[O:21]1.C([O-])(=O)C.[K+]. Given the product [CH3:1][O:2][C:3]([C:5]1[CH:18]=[CH:17][C:16]2[S:15][C:14]3[C:9](=[CH:10][CH:11]=[CH:12][C:13]=3[B:20]3[O:24][C:23]([CH3:26])([CH3:25])[C:22]([CH3:28])([CH3:27])[O:21]3)[S:8][C:7]=2[CH:6]=1)=[O:4], predict the reactants needed to synthesize it. (8) The reactants are: [CH2:1]([O:8][C:9]1[CH:14]=[CH:13][C:12]([F:15])=[C:11]([F:16])[C:10]=1[F:17])[C:2]1[CH:7]=[CH:6][CH:5]=[CH:4][CH:3]=1.C([N-]C(C)C)(C)C.[Li+].[C:26](=[O:28])=[O:27]. Given the product [CH2:1]([O:8][C:9]1[C:10]([F:17])=[C:11]([F:16])[C:12]([F:15])=[C:13]([CH:14]=1)[C:26]([OH:28])=[O:27])[C:2]1[CH:3]=[CH:4][CH:5]=[CH:6][CH:7]=1, predict the reactants needed to synthesize it. (9) Given the product [CH3:32][C:30]1([CH3:33])[O:29][C:28]2[CH:34]=[CH:35][C:25]([B:14]3[O:15][C:16]([CH3:21])([CH3:22])[C:17]([CH3:19])([CH3:20])[O:18]3)=[CH:26][C:27]=2[O:31]1, predict the reactants needed to synthesize it. The reactants are: C([O-])(=O)C.[K+].[CH3:21][C:16]1([CH3:22])[C:17]([CH3:20])([CH3:19])[O:18][B:14]([B:14]2[O:18][C:17]([CH3:20])([CH3:19])[C:16]([CH3:22])([CH3:21])[O:15]2)[O:15]1.Br[C:25]1[CH:35]=[CH:34][C:28]2[O:29][C:30]([CH3:33])([CH3:32])[O:31][C:27]=2[CH:26]=1. (10) The reactants are: [NH2:1][C:2](=[N:6][O:7][C:8]([C:10]1[C:11]2[CH:26]=[CH:25][CH:24]=[CH:23][C:12]=2[S:13][C:14]=1[NH:15][C:16](=[O:22])[O:17][C:18]([CH3:21])([CH3:20])[CH3:19])=O)[CH:3]1[CH2:5][CH2:4]1.CCCC[N+](CCCC)(CCCC)CCCC.[F-]. Given the product [CH:3]1([C:2]2[N:1]=[C:8]([C:10]3[C:11]4[CH:26]=[CH:25][CH:24]=[CH:23][C:12]=4[S:13][C:14]=3[NH:15][C:16](=[O:22])[O:17][C:18]([CH3:21])([CH3:20])[CH3:19])[O:7][N:6]=2)[CH2:5][CH2:4]1, predict the reactants needed to synthesize it.